From a dataset of Full USPTO retrosynthesis dataset with 1.9M reactions from patents (1976-2016). Predict the reactants needed to synthesize the given product. Given the product [Cl:1][C:2]1[CH:10]=[C:9]2[C:5]([C:6](/[CH:19]=[C:23](/[C:24]3[CH:33]=[CH:32][C:27]([C:28]([O:30][CH3:31])=[O:29])=[CH:26][CH:25]=3)\[C:21]#[N:22])=[N:7][N:8]2[CH2:11][C:12]2[CH:13]=[CH:14][C:15]([F:18])=[CH:16][CH:17]=2)=[CH:4][CH:3]=1, predict the reactants needed to synthesize it. The reactants are: [Cl:1][C:2]1[CH:10]=[C:9]2[C:5]([C:6]([CH:19]=O)=[N:7][N:8]2[CH2:11][C:12]2[CH:17]=[CH:16][C:15]([F:18])=[CH:14][CH:13]=2)=[CH:4][CH:3]=1.[C:21]([CH2:23][C:24]1[CH:33]=[CH:32][C:27]([C:28]([O:30][CH3:31])=[O:29])=[CH:26][CH:25]=1)#[N:22].[OH-].[Na+].